Dataset: Antibody paratope prediction from SAbDab with 1,023 antibody chains. Task: Token-level Classification. Given an antibody amino acid sequence, predict which amino acid positions are active in antigen binding. Output is a list of indices for active paratope positions. (1) Given the antibody sequence: EVQLVESGGGLVQPGGSLRLSCAASGFDIYDDDIHWVRQAPGKGLEWVAYIAPSYGYTDYADSVKGRFTISADTSKNTAYLQMNSLRAEDTAVYYCSRSSDASYSYSAMDYWGQGTLVTVSS, which amino acid positions are active in antigen binding (paratope)? The paratope positions are: [52, 83, 84, 85, 104, 105, 106, 107, 108]. (2) Given the antibody sequence: LVESGGDLVKPGGSLKLSCAASGFTFSSYTMSWVRQTPEKRLEWVATISSGGAYTYYPDSVKGRFTISDDNAESTLYLQMSSLRSEDTAMYYCVRRAFDSDVGFASWGHRTLVTVS, which amino acid positions are active in antigen binding (paratope)? The paratope positions are: [49, 80, 81, 82, 101, 102, 103]. (3) Given the antibody sequence: QVQLQESGAEVMKPGASVKISCKATGYTFSTYWIEWVKQRPGHGLEWIGEILPGSGSTYYNEKFKGKATFTADTSSNTAYMQLSSLTSEDSAVYYCARGDGNYGYWGQGTTLTVSS, which amino acid positions are active in antigen binding (paratope)? The paratope positions are: [52, 83, 84, 85]. (4) Given the antibody sequence: QVQLKESGPGLVQPSQTLSLTCTVSGFSLTSNSVHWVRQPPGKGLEWMGGIWGDGDTDYNSALKSRLSISRDTSKNQVFLKMNSLQTDDTAIYFCTPLIGSWYFDFWGPGTMVTASS, which amino acid positions are active in antigen binding (paratope)? The paratope positions are: [52, 82, 83, 84, 103]. (5) Given the antibody sequence: DIVMTQSPDSLAVSLGERATINCKSSQSVLNSGNQKNYLTWYQQKPGQPPKLLIYWASTRESGVPDRFSGSGSGTDFTLTISSLQAEDVAVYYCQSDYSYPYTFGQGTKLEIK, which amino acid positions are active in antigen binding (paratope)? The paratope positions are: [30, 31, 32, 33, 34, 35]. (6) Given the antibody sequence: QVQLKQSGPGLVAPSQSLSITCTVSGFSLTGYSVIWVRQSPGKGLEWLGMIWGDGRTEYKSALKSRLSITKDNSKSQVFLKMNSLQTDDTARYFCASDSMDPGSFAYWGQGTLVTVSS, which amino acid positions are active in antigen binding (paratope)? The paratope positions are: [82, 83, 84, 103, 104]. (7) Given the antibody sequence: QVQLQQSGDELVKPGASVKLSCTVSGFNIKDDFIHWMKQRPEQGLEWIGRIDPANGYTKYAPKFQDKATMTADTSSNTAYLQLSSLASEDAAVYYCATYGVAYWGQGTLVTVSA, which amino acid positions are active in antigen binding (paratope)? The paratope positions are: [52, 83, 84, 85].